From a dataset of CYP2C9 inhibition data for predicting drug metabolism from PubChem BioAssay. Regression/Classification. Given a drug SMILES string, predict its absorption, distribution, metabolism, or excretion properties. Task type varies by dataset: regression for continuous measurements (e.g., permeability, clearance, half-life) or binary classification for categorical outcomes (e.g., BBB penetration, CYP inhibition). Dataset: cyp2c9_veith. (1) The drug is c1cncc(CNc2nc(-c3cccnc3)nc3ccccc23)c1. The result is 0 (non-inhibitor). (2) The compound is Nc1cc(S(N)(=O)=O)ccc1SSc1ccc(S(N)(=O)=O)cc1N. The result is 1 (inhibitor). (3) The compound is COCCn1c(=O)c(-c2cc(F)cc(F)c2)nc2cnc(Oc3ccc(OC)cc3)nc21. The result is 1 (inhibitor). (4) The compound is O=C(O)[C@@H]1C[C@@H](C(=O)O)N1. The result is 0 (non-inhibitor).